The task is: Predict the product of the given reaction.. This data is from Forward reaction prediction with 1.9M reactions from USPTO patents (1976-2016). (1) Given the reactants [CH:1]1([CH2:4][O:5][C:6]2[CH:14]=[CH:13][C:9]3[O:10][CH2:11][O:12][C:8]=3[C:7]=2[C:15]2[C:16]3[NH:23][CH:22]=[C:21]([C:24](O)=[O:25])[C:17]=3[N:18]=[CH:19][N:20]=2)[CH2:3][CH2:2]1.Cl.[NH2:28][CH2:29][C:30]([N:32]1[CH2:37][CH2:36][CH:35]([N:38]2[N:47]=[C:46]([C:48]3[CH:53]=[CH:52][C:51]([O:54][CH3:55])=[C:50]([O:56][CH3:57])[CH:49]=3)[C@@H:45]3[C@@H:40]([CH2:41][CH2:42][CH2:43][CH2:44]3)[C:39]2=[O:58])[CH2:34][CH2:33]1)=[O:31].CN(C(ON1N=NC2C=CC=CC1=2)=[N+](C)C)C.F[P-](F)(F)(F)(F)F.CCN(C(C)C)C(C)C.C(=O)(O)[O-].[Na+], predict the reaction product. The product is: [CH:1]1([CH2:4][O:5][C:6]2[CH:14]=[CH:13][C:9]3[O:10][CH2:11][O:12][C:8]=3[C:7]=2[C:15]2[C:16]3[NH:23][CH:22]=[C:21]([C:24]([NH:28][CH2:29][C:30]([N:32]4[CH2:33][CH2:34][CH:35]([N:38]5[N:47]=[C:46]([C:48]6[CH:53]=[CH:52][C:51]([O:54][CH3:55])=[C:50]([O:56][CH3:57])[CH:49]=6)[C@@H:45]6[C@@H:40]([CH2:41][CH2:42][CH2:43][CH2:44]6)[C:39]5=[O:58])[CH2:36][CH2:37]4)=[O:31])=[O:25])[C:17]=3[N:18]=[CH:19][N:20]=2)[CH2:2][CH2:3]1. (2) The product is: [C:7]([O:6][C@@H:5]([C:7]1[C:8]([CH3:22])=[N:9][C:10]2[N:11]([N:14]=[C:15]([C:17]([O:19][CH2:20][CH3:21])=[O:18])[CH:16]=2)[C:12]=1[I:13])[C:4]([O:3][CH2:1][CH3:2])=[O:23])([CH3:8])([CH3:12])[CH3:5]. Given the reactants [CH2:1]([O:3][C:4](=[O:23])[C@H:5]([C:7]1[C:8]([CH3:22])=[N:9][C:10]2[N:11]([N:14]=[C:15]([C:17]([O:19][CH2:20][CH3:21])=[O:18])[CH:16]=2)[C:12]=1[I:13])[OH:6])[CH3:2].Cl(O)(=O)(=O)=O, predict the reaction product. (3) Given the reactants C[O:2][C:3](=[O:37])[C:4]1[CH:9]=[CH:8][CH:7]=[CH:6][C:5]=1[O:10][CH2:11][C:12]([O:35][CH3:36])([C:16]1[CH:21]=[CH:20][CH:19]=[C:18](/[CH:22]=[CH:23]/[C:24]2[CH:33]=[CH:32][C:31]3[C:26](=[CH:27][C:28]([Cl:34])=[CH:29][CH:30]=3)[N:25]=2)[CH:17]=1)[CH:13]1[CH2:15][CH2:14]1.[OH-].C([N+](CCCC)(CCCC)CCCC)CCC, predict the reaction product. The product is: [Cl:34][C:28]1[CH:27]=[C:26]2[C:31]([CH:32]=[CH:33][C:24](/[CH:23]=[CH:22]/[C:18]3[CH:17]=[C:16]([C:12]([O:35][CH3:36])([CH:13]4[CH2:15][CH2:14]4)[CH2:11][O:10][C:5]4[CH:6]=[CH:7][CH:8]=[CH:9][C:4]=4[C:3]([OH:37])=[O:2])[CH:21]=[CH:20][CH:19]=3)=[N:25]2)=[CH:30][CH:29]=1. (4) Given the reactants [CH2:1]([O:8][C:9]1[CH:14]=[C:13]([O:15][CH2:16][C:17]2[CH:22]=[CH:21][CH:20]=[CH:19][CH:18]=2)[CH:12]=[CH:11][C:10]=1[C:23]1[NH:27][C:26]2[CH:28]=[C:29]([C:31]([O:33][CH3:34])=[O:32])[S:30][C:25]=2[C:24]=1[CH:35]1[CH2:40][CH2:39][CH2:38][CH:37]=[CH:36]1)[C:2]1[CH:7]=[CH:6][CH:5]=[CH:4][CH:3]=1, predict the reaction product. The product is: [CH2:1]([O:8][C:9]1[CH:14]=[C:13]([O:15][CH2:16][C:17]2[CH:22]=[CH:21][CH:20]=[CH:19][CH:18]=2)[CH:12]=[CH:11][C:10]=1[C:23]1[NH:27][C:26]2[CH:28]=[C:29]([C:31]([O:33][CH3:34])=[O:32])[S:30][C:25]=2[C:24]=1[CH:35]1[CH2:40][CH2:39][CH2:38][CH2:37][CH2:36]1)[C:2]1[CH:7]=[CH:6][CH:5]=[CH:4][CH:3]=1. (5) Given the reactants B(Cl)(Cl)Cl.C(Cl)Cl.C([O:15][C:16]1[C:17]([CH3:35])=[C:18]([CH3:34])[C:19]([NH:23][C:24](=[O:33])[CH2:25][C:26]2[CH:31]=[CH:30][C:29]([Cl:32])=[CH:28][CH:27]=2)=[N:20][C:21]=1[CH3:22])C1C=CC=CC=1.CC1C(C)=C(C)C(C)=C(C)C=1, predict the reaction product. The product is: [Cl:32][C:29]1[CH:28]=[CH:27][C:26]([CH2:25][C:24]([NH:23][C:19]2[C:18]([CH3:34])=[C:17]([CH3:35])[C:16]([OH:15])=[C:21]([CH3:22])[N:20]=2)=[O:33])=[CH:31][CH:30]=1.